From a dataset of Full USPTO retrosynthesis dataset with 1.9M reactions from patents (1976-2016). Predict the reactants needed to synthesize the given product. (1) Given the product [Cl:1][C:2]1[CH:3]=[C:4]([C:8]2[O:12][C:11]([CH3:13])=[C:10]([CH:14]([NH:19][C:20]3[CH:28]=[CH:27][C:23]([C:24]([N:30]([CH3:29])[CH2:31][CH2:32][C:33]([OH:35])=[O:34])=[O:26])=[CH:22][CH:21]=3)[CH2:15][CH:16]([CH3:17])[CH3:18])[CH:9]=2)[CH:5]=[N:6][CH:7]=1, predict the reactants needed to synthesize it. The reactants are: [Cl:1][C:2]1[CH:3]=[C:4]([C:8]2[O:12][C:11]([CH3:13])=[C:10]([CH:14]([NH:19][C:20]3[CH:28]=[CH:27][C:23]([C:24]([OH:26])=O)=[CH:22][CH:21]=3)[CH2:15][CH:16]([CH3:18])[CH3:17])[CH:9]=2)[CH:5]=[N:6][CH:7]=1.[CH3:29][NH:30][CH2:31][CH2:32][C:33]([O:35]CC)=[O:34].Cl.C(N=C=NCCCN(C)C)C.O.OC1C2N=NNC=2C=CC=1. (2) Given the product [Cl:25][C:26]1[CH:27]=[CH:28][C:29]([C:32]([F:33])([F:34])[F:35])=[CH:30][C:31]=1[C:5]1[C:4]([C:3]([OH:2])=[O:24])=[CH:9][C:8]([C:10]2[S:11][CH:12]=[C:13]([C:15]3[CH:20]=[CH:19][C:18]([Cl:21])=[C:17]([Cl:22])[CH:16]=3)[N:14]=2)=[CH:7][CH:6]=1, predict the reactants needed to synthesize it. The reactants are: C[O:2][C:3](=[O:24])[C:4]1[CH:9]=[C:8]([C:10]2[S:11][CH:12]=[C:13]([C:15]3[CH:20]=[CH:19][C:18]([Cl:21])=[C:17]([Cl:22])[CH:16]=3)[N:14]=2)[CH:7]=[CH:6][C:5]=1Br.[Cl:25][C:26]1[CH:31]=[CH:30][C:29]([C:32]([F:35])([F:34])[F:33])=[CH:28][C:27]=1B(O)O. (3) Given the product [C:1]([NH:4][CH2:5][C:6]1[CH:11]=[CH:10][C:9]([C:12](=[O:17])[NH:13][C:14](=[O:16])[CH3:15])=[CH:8][C:7]=1[NH2:18])(=[O:3])[CH3:2], predict the reactants needed to synthesize it. The reactants are: [C:1]([NH:4][CH2:5][C:6]1[CH:11]=[CH:10][C:9]([C:12](=[O:17])[NH:13][C:14](=[O:16])[CH3:15])=[CH:8][C:7]=1[N+:18]([O-])=O)(=[O:3])[CH3:2].S(S([O-])=O)([O-])=O.[Na+].[Na+].C(O)C.O. (4) Given the product [C:1]([O:5][C:6]([N:7]1[C:8]2[C:17](=[C:16]3[C:11](=[CH:10][CH:9]=2)[CH2:12][CH2:13][C@H:14]([C:22]([CH3:30])([CH3:29])[O:23][SiH2:24][C:25]([CH3:28])([CH3:26])[CH3:27])[O:15]3)[CH2:18][CH2:19][CH:20]1[OH:33])=[O:31])([CH3:4])([CH3:3])[CH3:2], predict the reactants needed to synthesize it. The reactants are: [C:1]([O:5][C:6](=[O:31])[NH:7][C:8]1[C:17]([CH2:18][CH2:19][CH:20]=C)=[C:16]2[C:11]([CH2:12][CH2:13][C@H:14]([C:22]([CH3:30])([CH3:29])[O:23][SiH2:24][C:25]([CH3:28])([CH3:27])[CH3:26])[O:15]2)=[CH:10][CH:9]=1)([CH3:4])([CH3:3])[CH3:2].I([O-])(=O)(=O)=[O:33].[Na+].